From a dataset of Forward reaction prediction with 1.9M reactions from USPTO patents (1976-2016). Predict the product of the given reaction. (1) Given the reactants CO.O1CCCC1.C([O:15][C:16]1[C:21]([C:22]([NH:24][CH3:25])=[O:23])=[CH:20][CH:19]=[C:18]([O:26][CH3:27])[C:17]=1[CH2:28][CH2:29][N:30]1[CH2:35][CH2:34][CH:33]([N:36]2[C:44]3[C:39](=[CH:40][CH:41]=[C:42]([C:45]([NH2:47])=[O:46])[CH:43]=3)[CH:38]=[CH:37]2)[CH2:32][CH2:31]1)C1C=CC=CC=1, predict the reaction product. The product is: [OH:15][C:16]1[C:21]([C:22]([NH:24][CH3:25])=[O:23])=[CH:20][CH:19]=[C:18]([O:26][CH3:27])[C:17]=1[CH2:28][CH2:29][N:30]1[CH2:35][CH2:34][CH:33]([N:36]2[C:44]3[C:39](=[CH:40][CH:41]=[C:42]([C:45]([NH2:47])=[O:46])[CH:43]=3)[CH:38]=[CH:37]2)[CH2:32][CH2:31]1. (2) Given the reactants [Br:1][C:2]1[CH:7]=[C:6](I)[CH:5]=[C:4]([C:9]([CH3:12])([CH3:11])[CH3:10])[C:3]=1[O:13][CH3:14].CC1(C)C(C)(C)OB([C:23]2[CH:28]=[CH:27][C:26]([F:29])=[CH:25][C:24]=2[F:30])O1, predict the reaction product. The product is: [Br:1][C:2]1[CH:7]=[C:6]([C:23]2[CH:28]=[CH:27][C:26]([F:29])=[CH:25][C:24]=2[F:30])[CH:5]=[C:4]([C:9]([CH3:12])([CH3:11])[CH3:10])[C:3]=1[O:13][CH3:14]. (3) Given the reactants [Br:1][C:2]1[CH:3]=[C:4]2[C:8](=[CH:9][CH:10]=1)[NH:7][C:6](=[O:11])[CH2:5]2.[CH2:12]([N:14]([CH2:29][CH3:30])[CH2:15][CH2:16][NH:17][C:18]([C:20]1[C:24]([CH3:25])=[C:23]([CH:26]=O)[NH:22][C:21]=1[CH3:28])=[O:19])[CH3:13].N1CCCCC1, predict the reaction product. The product is: [Br:1][C:2]1[CH:3]=[C:4]2[C:8](=[CH:9][CH:10]=1)[NH:7][C:6](=[O:11])/[C:5]/2=[CH:26]\[C:23]1[NH:22][C:21]([CH3:28])=[C:20]([C:18]([NH:17][CH2:16][CH2:15][N:14]([CH2:29][CH3:30])[CH2:12][CH3:13])=[O:19])[C:24]=1[CH3:25]. (4) Given the reactants [CH2:1]([N:8]([CH2:13][C@H:14](Cl)[C:15]1[CH:20]=[CH:19][CH:18]=[CH:17]C=1)[CH2:9][CH2:10][C:11]#[N:12])[C:2]1[CH:7]=[CH:6][CH:5]=[CH:4][CH:3]=1.C1(C)C=CC=CC=1.C[Si](C)(C)[N-][Si](C)(C)C.[Na+].[O:39]1CCC[CH2:40]1, predict the reaction product. The product is: [CH2:13]([N:8]([C@@H:1]([C:2]1[CH:3]=[CH:4][CH:5]=[CH:6][CH:7]=1)[CH2:40][OH:39])[CH2:9][CH2:10][C:11]#[N:12])[C:14]1[CH:15]=[CH:20][CH:19]=[CH:18][CH:17]=1.